From a dataset of Forward reaction prediction with 1.9M reactions from USPTO patents (1976-2016). Predict the product of the given reaction. (1) Given the reactants [CH3:1][O:2][CH2:3][CH2:4][O:5][CH2:6][CH2:7][CH2:8][C:9]1[CH:14]=[CH:13][C:12]([NH2:15])=[CH:11][CH:10]=1.COC(OC)[N:19]([CH3:21])C.Cl.N[OH:26], predict the reaction product. The product is: [CH3:1][O:2][CH2:3][CH2:4][O:5][CH2:6][CH2:7][CH2:8][C:9]1[CH:10]=[CH:11][C:12]([NH:15][CH:21]=[N:19][OH:26])=[CH:13][CH:14]=1. (2) Given the reactants F[C:2]1[CH:3]=[CH:4][C:5]([N+:8]([O-:10])=[O:9])=[N:6][CH:7]=1.[Br:11][C:12]1[CH:13]=[CH:14][C:15]2[N:21]3[C:22]([CH3:25])=[N:23][N:24]=[C:20]3[C@H:19]([CH3:26])[CH2:18][NH:17][C:16]=2[CH:27]=1.C([O-])(C)(C)C.[K+], predict the reaction product. The product is: [Br:11][C:12]1[CH:13]=[CH:14][C:15]2[N:21]3[C:22]([CH3:25])=[N:23][N:24]=[C:20]3[C@H:19]([CH3:26])[CH2:18][N:17]([C:2]3[CH:7]=[N:6][C:5]([N+:8]([O-:10])=[O:9])=[CH:4][CH:3]=3)[C:16]=2[CH:27]=1. (3) Given the reactants [Cl:1][C:2]1[N:7]2[N:8]=[C:9]([C:11]3[CH:16]=[CH:15][C:14]([F:17])=[CH:13][CH:12]=3)[CH:10]=[C:6]2[CH:5]=[CH:4][CH:3]=1.[Br:18]N1C(=O)CCC1=O.C(=O)(O)[O-].[Na+].CCOCC, predict the reaction product. The product is: [Br:18][C:10]1[C:9]([C:11]2[CH:16]=[CH:15][C:14]([F:17])=[CH:13][CH:12]=2)=[N:8][N:7]2[C:2]([Cl:1])=[CH:3][CH:4]=[CH:5][C:6]=12. (4) Given the reactants [ClH:1].C(OC(=O)[NH:8][CH2:9][CH2:10][N:11]1[CH:15]=[C:14]([I:16])[N:13]=[C:12]1[CH2:17][CH3:18])(C)(C)C, predict the reaction product. The product is: [CH2:17]([C:12]1[N:11]([CH2:10][CH2:9][NH2:8])[CH:15]=[C:14]([I:16])[N:13]=1)[CH3:18].[ClH:1]. (5) The product is: [F:31][CH:32]([F:40])[O:1][C:2]1[N:7]=[CH:6][C:5]([S:8]([CH2:11][CH:12]2[CH2:13][CH2:14][N:15]([C:18]([O:20][C:21]([CH3:24])([CH3:23])[CH3:22])=[O:19])[CH2:16][CH2:17]2)(=[O:10])=[O:9])=[CH:4][CH:3]=1. Given the reactants [OH:1][C:2]1[N:7]=[CH:6][C:5]([S:8]([CH2:11][CH:12]2[CH2:17][CH2:16][N:15]([C:18]([O:20][C:21]([CH3:24])([CH3:23])[CH3:22])=[O:19])[CH2:14][CH2:13]2)(=[O:10])=[O:9])=[CH:4][CH:3]=1.C([O-])([O-])=O.[K+].[K+].[F:31][C:32]([F:40])(S(F)(=O)=O)C(O)=O, predict the reaction product.